Dataset: TCR-epitope binding with 47,182 pairs between 192 epitopes and 23,139 TCRs. Task: Binary Classification. Given a T-cell receptor sequence (or CDR3 region) and an epitope sequence, predict whether binding occurs between them. (1) The epitope is FLYALALLL. The TCR CDR3 sequence is CASSRQGGNYGYTF. Result: 1 (the TCR binds to the epitope). (2) The TCR CDR3 sequence is CASSRGSSYEQYF. Result: 1 (the TCR binds to the epitope). The epitope is FLPRVFSAV. (3) The epitope is FIAGLIAIV. The TCR CDR3 sequence is CASSYSAGGFLHEQYF. Result: 1 (the TCR binds to the epitope). (4) The epitope is LLFGYPVYV. The TCR CDR3 sequence is CASSGGSLNTEAFF. Result: 0 (the TCR does not bind to the epitope).